From a dataset of Ames mutagenicity test results for genotoxicity prediction. Regression/Classification. Given a drug SMILES string, predict its toxicity properties. Task type varies by dataset: regression for continuous values (e.g., LD50, hERG inhibition percentage) or binary classification for toxic/non-toxic outcomes (e.g., AMES mutagenicity, cardiotoxicity, hepatotoxicity). Dataset: ames. (1) The drug is CCOS(=O)(=O)c1ccccc1. The result is 1 (mutagenic). (2) The drug is C=Cc1ccc(C)cc1. The result is 0 (non-mutagenic). (3) The molecule is CCNc1nc(N)nc(Cl)n1. The result is 0 (non-mutagenic). (4) The drug is Cc1cccc(-c2nc3ccccc3o2)c1. The result is 0 (non-mutagenic). (5) The molecule is NCCCCC(NC(CCc1ccccc1)C(=O)O)C(=O)N1CCCC1C(=O)O. The result is 0 (non-mutagenic).